From a dataset of Reaction yield outcomes from USPTO patents with 853,638 reactions. Predict the reaction yield, written as a fraction of the theoretical maximum amount of product (1.0 means a 100% yield; for example, 0.34 means a 34% yield). (1) The catalyst is CN(C)C=O.O. The reactants are [OH:1][C:2]1[CH:7]=[C:6]([OH:8])[CH:5]=[CH:4][C:3]=1[C:9](=O)[C:10]([F:13])([F:12])[F:11].Cl[CH2:16][C:17]([C:19]1[CH:24]=[CH:23][C:22]([Cl:25])=[CH:21][C:20]=1[Cl:26])=[O:18].C(=O)([O-])[O-].[K+].[K+].C(OCC)(=O)C. The yield is 0.335. The product is [Cl:26][C:20]1[CH:21]=[C:22]([Cl:25])[CH:23]=[CH:24][C:19]=1[C:17]([C:16]1[O:1][C:2]2[CH:7]=[C:6]([OH:8])[CH:5]=[CH:4][C:3]=2[C:9]=1[C:10]([F:13])([F:12])[F:11])=[O:18]. (2) The reactants are [CH3:1][O:2][C:3](=[O:37])[NH:4][C@H:5]([C:9]([N:11]1[CH2:15][C@@H:14]([CH3:16])[CH2:13][C@H:12]1[C:17]1[NH:18][CH:19]=[C:20]([C:22]2[CH:27]=[CH:26][C:25](B3OC(C)(C)C(C)(C)O3)=[CH:24][CH:23]=2)[N:21]=1)=[O:10])[CH:6]([CH3:8])[CH3:7].[C:38]([O:42][C:43]([N:45]1[CH2:50][CH2:49][N:48]([C:51]2[CH:56]=[CH:55][C:54]([C:57](=[O:72])[NH:58][C:59]3[CH:64]=[C:63]([O:65][C:66]([F:69])([F:68])[F:67])[C:62](Br)=[CH:61][C:60]=3[F:71])=[CH:53][N:52]=2)[C@H:47]([CH3:73])[CH2:46]1)=[O:44])([CH3:41])([CH3:40])[CH3:39].O.C(=O)([O-])[O-].[K+].[K+]. The catalyst is C1(C)C=CC=CC=1. The product is [C:38]([O:42][C:43]([N:45]1[CH2:50][CH2:49][N:48]([C:51]2[CH:56]=[CH:55][C:54]([C:57](=[O:72])[NH:58][C:59]3[C:60]([F:71])=[CH:61][C:62]([C:25]4[CH:26]=[CH:27][C:22]([C:20]5[N:21]=[C:17]([C@@H:12]6[CH2:13][C@H:14]([CH3:16])[CH2:15][N:11]6[C:9](=[O:10])[C@@H:5]([NH:4][C:3]([O:2][CH3:1])=[O:37])[CH:6]([CH3:8])[CH3:7])[NH:18][CH:19]=5)=[CH:23][CH:24]=4)=[C:63]([O:65][C:66]([F:69])([F:68])[F:67])[CH:64]=3)=[CH:53][N:52]=2)[C@H:47]([CH3:73])[CH2:46]1)=[O:44])([CH3:41])([CH3:40])[CH3:39]. The yield is 0.780.